The task is: Predict which catalyst facilitates the given reaction.. This data is from Catalyst prediction with 721,799 reactions and 888 catalyst types from USPTO. (1) Reactant: [C:1]([N:4]1[CH2:9][CH2:8][CH:7]([C:10]([OH:23])=[C:11]([C:14]2[S:15][C:16]3[CH:22]=[CH:21][CH:20]=[CH:19][C:17]=3[N:18]=2)[C:12]#[N:13])[CH2:6][CH2:5]1)(=[O:3])[CH3:2].C(N(CC)CC)C.[S:31](Cl)([C:34]1[CH:40]=[CH:39][C:37]([CH3:38])=[CH:36][CH:35]=1)(=[O:33])=[O:32]. Product: [C:1]([N:4]1[CH2:5][CH2:6][CH:7]([C:10]([O:23][S:31]([C:34]2[CH:40]=[CH:39][C:37]([CH3:38])=[CH:36][CH:35]=2)(=[O:33])=[O:32])=[C:11]([C:14]2[S:15][C:16]3[CH:22]=[CH:21][CH:20]=[CH:19][C:17]=3[N:18]=2)[C:12]#[N:13])[CH2:8][CH2:9]1)(=[O:3])[CH3:2]. The catalyst class is: 4. (2) Reactant: [CH3:1][O:2][C:3]1[N:8]=[CH:7][N:6]=[C:5]([CH2:9][N:10]2[C:18]3[C:13](=[N:14][CH:15]=[CH:16][CH:17]=3)[C:12]([C:19]([OH:21])=O)=[CH:11]2)[C:4]=1[CH3:22].C(N(CC)CC)C.CCCP1(OP(CCC)(=O)OP(CCC)(=O)O1)=O.Cl.[F:49][CH2:50][CH2:51][NH2:52]. Product: [F:49][CH2:50][CH2:51][NH:52][C:19]([C:12]1[C:13]2=[N:14][CH:15]=[CH:16][CH:17]=[C:18]2[N:10]([CH2:9][C:5]2[C:4]([CH3:22])=[C:3]([O:2][CH3:1])[N:8]=[CH:7][N:6]=2)[CH:11]=1)=[O:21]. The catalyst class is: 34. (3) Reactant: Cl[C:2]1[C:7]([N+:8]([O-:10])=[O:9])=[CH:6][CH:5]=[C:4]([O:11][CH3:12])[N:3]=1.[CH2:13](B(O)O)[CH3:14].C([O-])([O-])=O.[K+].[K+]. Product: [CH2:13]([C:2]1[C:7]([N+:8]([O-:10])=[O:9])=[CH:6][CH:5]=[C:4]([O:11][CH3:12])[N:3]=1)[CH3:14]. The catalyst class is: 75. (4) Product: [Cl:26][C:20]1[C:21]([N:23]([CH3:25])[CH3:24])=[CH:22][C:13]2[N:12]=[C:11]([C:7]3[CH:8]=[CH:9][CH:10]=[C:5]([C:3]4[N:36]=[C:34]([NH:33][C:30]5[CH:31]=[CH:32][N:27]=[CH:28][CH:29]=5)[S:35][CH:2]=4)[CH:6]=3)[CH2:17][C:16](=[O:18])[NH:15][C:14]=2[CH:19]=1. Reactant: Br[CH2:2][C:3]([C:5]1[CH:6]=[C:7]([C:11]2[CH2:17][C:16](=[O:18])[NH:15][C:14]3[CH:19]=[C:20]([Cl:26])[C:21]([N:23]([CH3:25])[CH3:24])=[CH:22][C:13]=3[N:12]=2)[CH:8]=[CH:9][CH:10]=1)=O.[N:27]1[CH:32]=[CH:31][C:30]([NH:33][C:34]([NH2:36])=[S:35])=[CH:29][CH:28]=1. The catalyst class is: 49.